From a dataset of Full USPTO retrosynthesis dataset with 1.9M reactions from patents (1976-2016). Predict the reactants needed to synthesize the given product. (1) Given the product [C:21]1([C:18]2[C:17]3[C:12]([O:10][CH2:9][CH:6]4[CH2:7][CH2:8][NH:3][CH2:4][CH2:5]4)=[N:13][N:14]=[CH:15][C:16]=3[O:20][N:19]=2)[CH:22]=[CH:23][CH:24]=[CH:25][CH:26]=1, predict the reactants needed to synthesize it. The reactants are: [H-].[Na+].[NH:3]1[CH2:8][CH2:7][CH:6]([CH2:9][OH:10])[CH2:5][CH2:4]1.Cl[C:12]1[C:17]2[C:18]([C:21]3[CH:26]=[CH:25][CH:24]=[CH:23][CH:22]=3)=[N:19][O:20][C:16]=2[CH:15]=[N:14][N:13]=1. (2) The reactants are: [H-].[Na+].[CH3:3][S:4]([NH2:7])(=[O:6])=[O:5].[F:8][C:9]1[CH:10]=[C:11]([C:33](O)=[O:34])[C:12]2[CH2:13][C:14]([CH3:32])([CH3:31])[CH:15]([C:19]3[CH:24]=[CH:23][CH:22]=[C:21]([N:25]4[CH2:30][CH2:29][O:28][CH2:27][CH2:26]4)[CH:20]=3)[NH:16][C:17]=2[CH:18]=1.C(N1C=CN=C1)(N1C=CN=C1)=O. Given the product [F:8][C:9]1[CH:10]=[C:11]([C:33]([NH:7][S:4]([CH3:3])(=[O:6])=[O:5])=[O:34])[C:12]2[CH2:13][C:14]([CH3:31])([CH3:32])[CH:15]([C:19]3[CH:24]=[CH:23][CH:22]=[C:21]([N:25]4[CH2:26][CH2:27][O:28][CH2:29][CH2:30]4)[CH:20]=3)[NH:16][C:17]=2[CH:18]=1, predict the reactants needed to synthesize it. (3) Given the product [CH:1]1([NH:4][C:5]2[CH:10]=[C:9]([F:11])[CH:8]=[CH:7][C:6]=2[NH:12][C:20]([C:16]2[CH:17]=[N:18][CH:19]=[C:14]([F:13])[CH:15]=2)=[O:21])[CH2:3][CH2:2]1, predict the reactants needed to synthesize it. The reactants are: [CH:1]1([NH:4][C:5]2[C:6]([NH2:12])=[CH:7][CH:8]=[C:9]([F:11])[CH:10]=2)[CH2:3][CH2:2]1.[F:13][C:14]1[CH:15]=[C:16]([C:20](O)=[O:21])[CH:17]=[N:18][CH:19]=1.C(Cl)CCl.C1C=CC2N(O)N=NC=2C=1.C(N(C(C)C)CC)(C)C.